This data is from Catalyst prediction with 721,799 reactions and 888 catalyst types from USPTO. The task is: Predict which catalyst facilitates the given reaction. (1) Reactant: [NH2:1][C:2]1[CH:10]=[CH:9][C:8]([O:11][CH2:12][CH2:13][CH3:14])=[CH:7][C:3]=1[C:4]([NH2:6])=[O:5].[C:15](Cl)(=[O:22])[C:16]1[CH:21]=[CH:20][CH:19]=[N:18][CH:17]=1. Product: [C:4]([C:3]1[CH:7]=[C:8]([O:11][CH2:12][CH2:13][CH3:14])[CH:9]=[CH:10][C:2]=1[NH:1][C:15](=[O:22])[C:16]1[CH:21]=[CH:20][CH:19]=[N:18][CH:17]=1)(=[O:5])[NH2:6]. The catalyst class is: 1. (2) Reactant: [Cl:1][C:2]1[CH:7]=[CH:6][CH:5]=[C:4]([Cl:8])[C:3]=1[C:9]1[CH:13]=[C:12]([C:14]2[CH:19]=[C:18]([NH:20][CH2:21][O:22][CH:23]([CH3:25])[CH3:24])[CH:17]=[CH:16][N:15]=2)[O:11][N:10]=1.C(N(CC)CC)C.[Cl:33][CH:34]([Cl:38])[C:35](Cl)=[O:36]. Product: [Cl:33][CH:34]([Cl:38])[C:35]([N:20]([C:18]1[CH:17]=[CH:16][N:15]=[C:14]([C:12]2[O:11][N:10]=[C:9]([C:3]3[C:4]([Cl:8])=[CH:5][CH:6]=[CH:7][C:2]=3[Cl:1])[CH:13]=2)[CH:19]=1)[CH2:21][O:22][CH:23]([CH3:25])[CH3:24])=[O:36]. The catalyst class is: 4. (3) Reactant: C(O)(C(F)(F)F)C(F)(F)F.[O:11]=[C:12]1[O:18][C@H:17]([C@H:19]([CH2:21][OH:22])[OH:20])[C:15]([OH:16])=[C:13]1[OH:14].[O:23]1[CH:25]2[CH2:26][CH2:27][CH2:28][CH2:29][CH:24]12. Product: [OH:23][CH:24]1[CH2:29][CH2:28][CH2:27][CH2:26][CH:25]1[O:16][C:15]1[C@@H:17]([C@H:19]([CH2:21][OH:22])[OH:20])[O:18][C:12](=[O:11])[C:13]=1[OH:14]. The catalyst class is: 10.